Dataset: Forward reaction prediction with 1.9M reactions from USPTO patents (1976-2016). Task: Predict the product of the given reaction. Given the reactants [Cl:1][C:2]1[CH:23]=[CH:22][C:5]([CH:6]([N:13]2[CH2:18][CH2:17][N:16]([CH2:19][CH2:20][NH2:21])[CH2:15][CH2:14]2)[C:7]2[CH:12]=[CH:11][CH:10]=[CH:9][CH:8]=2)=[CH:4][CH:3]=1.[Cl:24][C:25]1[CH:30]=[CH:29][C:28]([C:31]2[N:35]([C:36]([CH3:39])([CH3:38])[CH3:37])[N:34]=[C:33]([CH:40]=O)[CH:32]=2)=[CH:27][CH:26]=1, predict the reaction product. The product is: [C:36]([N:35]1[C:31]([C:28]2[CH:27]=[CH:26][C:25]([Cl:24])=[CH:30][CH:29]=2)=[CH:32][C:33]([CH2:40][NH:21][CH2:20][CH2:19][N:16]2[CH2:15][CH2:14][N:13]([CH:6]([C:7]3[CH:8]=[CH:9][CH:10]=[CH:11][CH:12]=3)[C:5]3[CH:4]=[CH:3][C:2]([Cl:1])=[CH:23][CH:22]=3)[CH2:18][CH2:17]2)=[N:34]1)([CH3:39])([CH3:38])[CH3:37].